This data is from Forward reaction prediction with 1.9M reactions from USPTO patents (1976-2016). The task is: Predict the product of the given reaction. (1) Given the reactants [Cl:1][C:2]1[CH:3]=[C:4]([CH:25]=[CH:26][C:27]=1[Cl:28])[O:5][C:6]1[CH:11]=[CH:10][CH:9]=[CH:8][C:7]=1[NH:12][S:13]([C:16]1[CH:24]=[CH:23][C:19]([C:20](O)=[O:21])=[CH:18][CH:17]=1)(=[O:15])=[O:14].[CH3:29][C:30]1[N:35]=[C:34]([N:36]2[CH2:41][CH2:40][N:39]([CH2:42][CH2:43][NH2:44])[CH2:38][CH2:37]2)[CH:33]=[CH:32][CH:31]=1, predict the reaction product. The product is: [Cl:1][C:2]1[CH:3]=[C:4]([CH:25]=[CH:26][C:27]=1[Cl:28])[O:5][C:6]1[CH:11]=[CH:10][CH:9]=[CH:8][C:7]=1[NH:12][S:13]([C:16]1[CH:17]=[CH:18][C:19]([C:20]([NH:44][CH2:43][CH2:42][N:39]2[CH2:38][CH2:37][N:36]([C:34]3[CH:33]=[CH:32][CH:31]=[C:30]([CH3:29])[N:35]=3)[CH2:41][CH2:40]2)=[O:21])=[CH:23][CH:24]=1)(=[O:14])=[O:15]. (2) Given the reactants [CH3:1][O:2][C:3]([C:5]1[C:10]([CH:11]=[CH:12][C:13]([O:15][CH3:16])=[O:14])=[CH:9][C:8]([CH3:17])=[CH:7][N:6]=1)=[O:4], predict the reaction product. The product is: [CH3:1][O:2][C:3]([C:5]1[C:10]([CH2:11][CH2:12][C:13]([O:15][CH3:16])=[O:14])=[CH:9][C:8]([CH3:17])=[CH:7][N:6]=1)=[O:4]. (3) The product is: [F:26][C:21]1[CH:22]=[CH:23][CH:24]=[CH:25][C:20]=1[CH:4]([C:5]1[CH:6]=[CH:7][C:8]([C:29]2[N:34]=[CH:33][C:32]([C:35]([F:38])([F:37])[F:36])=[CH:31][N:30]=2)=[CH:9][CH:10]=1)[C:3]([O:2][CH3:1])=[O:27]. Given the reactants [CH3:1][O:2][C:3](=[O:27])[CH:4]([C:20]1[CH:25]=[CH:24][CH:23]=[CH:22][C:21]=1[F:26])[C:5]1[CH:10]=[CH:9][C:8](B2OC(C)(C)C(C)(C)O2)=[CH:7][CH:6]=1.Cl[C:29]1[N:34]=[CH:33][C:32]([C:35]([F:38])([F:37])[F:36])=[CH:31][N:30]=1.C([O-])([O-])=O.[K+].[K+], predict the reaction product. (4) Given the reactants [CH3:1][N:2]1[CH:6]=[N:5][CH:4]=[N:3]1.C([Li])CCC.CCCCCC.Br[C:19]1[S:20][C:21]([C:25]2[N:29]3[N:30]=[C:31]([CH3:39])[CH:32]=[C:33]([CH:34]([CH2:37][CH3:38])[CH2:35][CH3:36])[C:28]3=[N:27][C:26]=2[CH3:40])=[C:22]([Br:24])[N:23]=1, predict the reaction product. The product is: [Br:24][C:22]1[N:23]=[C:19]([C:6]2[N:2]([CH3:1])[N:3]=[CH:4][N:5]=2)[S:20][C:21]=1[C:25]1[N:29]2[N:30]=[C:31]([CH3:39])[CH:32]=[C:33]([CH:34]([CH2:35][CH3:36])[CH2:37][CH3:38])[C:28]2=[N:27][C:26]=1[CH3:40]. (5) Given the reactants Br[C:2]1[CH:7]=[CH:6][C:5]([N:8]([C:13]2[C:31]([CH:32]3[CH2:34][CH2:33]3)=[CH:30][C:16]3[C:17]([C:27]([OH:29])=[O:28])=[C:18]([C:20]4[CH:25]=[CH:24][C:23]([Cl:26])=[CH:22][CH:21]=4)[O:19][C:15]=3[CH:14]=2)[S:9]([CH3:12])(=[O:11])=[O:10])=[CH:4][C:3]=1[Cl:35].[CH3:36][C:37]1([CH3:53])[C:41]([CH3:43])([CH3:42])[O:40][B:39]([B:39]2[O:40][C:41]([CH3:43])([CH3:42])[C:37]([CH3:53])([CH3:36])[O:38]2)[O:38]1.C([O-])(=O)C.[K+], predict the reaction product. The product is: [Cl:35][C:3]1[CH:4]=[C:5]([N:8]([C:13]2[C:31]([CH:32]3[CH2:34][CH2:33]3)=[CH:30][C:16]3[C:17]([C:27]([OH:29])=[O:28])=[C:18]([C:20]4[CH:25]=[CH:24][C:23]([Cl:26])=[CH:22][CH:21]=4)[O:19][C:15]=3[CH:14]=2)[S:9]([CH3:12])(=[O:11])=[O:10])[CH:6]=[CH:7][C:2]=1[B:39]1[O:40][C:41]([CH3:43])([CH3:42])[C:37]([CH3:53])([CH3:36])[O:38]1.